The task is: Predict the reaction yield, written as a fraction of the theoretical maximum amount of product (1.0 means a 100% yield; for example, 0.34 means a 34% yield).. This data is from Reaction yield outcomes from USPTO patents with 853,638 reactions. The reactants are [Cl:1][C:2]1[CH:7]=[CH:6][CH:5]=[CH:4][C:3]=1[CH2:8][CH2:9][N:10]1[C:14]([C:15]2[CH:20]=[CH:19][C:18]([F:21])=[CH:17][CH:16]=2)=[C:13]([C:22]2[CH:27]=[C:26]([C:28]#N)[CH:25]=[CH:24][N:23]=2)[N:12]=[CH:11]1.[OH-:30].[Na+].C[OH:33]. No catalyst specified. The product is [Cl:1][C:2]1[CH:7]=[CH:6][CH:5]=[CH:4][C:3]=1[CH2:8][CH2:9][N:10]1[C:14]([C:15]2[CH:20]=[CH:19][C:18]([F:21])=[CH:17][CH:16]=2)=[C:13]([C:22]2[CH:27]=[C:26]([C:28]([OH:33])=[O:30])[CH:25]=[CH:24][N:23]=2)[N:12]=[CH:11]1. The yield is 0.430.